Task: Predict the product of the given reaction.. Dataset: Forward reaction prediction with 1.9M reactions from USPTO patents (1976-2016) (1) Given the reactants [C:1]1([CH:7]([C:11]2[CH:16]=[CH:15][CH:14]=[CH:13][CH:12]=2)[CH2:8][CH2:9]O)[CH:6]=[CH:5][CH:4]=[CH:3][CH:2]=1.[NH:17]1[CH2:22][CH2:21][CH:20]([C:23]2[CH:28]=[CH:27][C:26]([NH:29][C:30](=[O:33])[CH2:31][CH3:32])=[CH:25][CH:24]=2)[CH2:19][CH2:18]1, predict the reaction product. The product is: [C:1]1([CH:7]([C:11]2[CH:16]=[CH:15][CH:14]=[CH:13][CH:12]=2)[CH2:8][CH2:9][N:17]2[CH2:22][CH2:21][CH:20]([C:23]3[CH:28]=[CH:27][C:26]([NH:29][C:30](=[O:33])[CH2:31][CH3:32])=[CH:25][CH:24]=3)[CH2:19][CH2:18]2)[CH:6]=[CH:5][CH:4]=[CH:3][CH:2]=1. (2) Given the reactants Cl.[NH2:2][C:3]1[C:4]2[C:14]([O:15][CH2:16][C@H:17]3[CH2:22][CH2:21][CH2:20][CH2:19][NH2+:18]3)=[CH:13][CH:12]=[CH:11][C:5]=2[NH:6][S:7](=[O:10])(=[O:9])[N:8]=1.[CH3:23][C:24]1[N:32]=[CH:31][CH:30]=[CH:29][C:25]=1[C:26](O)=[O:27], predict the reaction product. The product is: [NH2:2][C:3]1[C:4]2[C:14]([O:15][CH2:16][C@H:17]3[CH2:22][CH2:21][CH2:20][CH2:19][N:18]3[C:26]([C:25]3[C:24]([CH3:23])=[N:32][CH:31]=[CH:30][CH:29]=3)=[O:27])=[CH:13][CH:12]=[CH:11][C:5]=2[NH:6][S:7](=[O:9])(=[O:10])[N:8]=1. (3) Given the reactants [CH:1]([NH:14][C:15]1[C:24]2[C:19](=[CH:20][CH:21]=[CH:22][CH:23]=2)[N:18]=[C:17](Cl)[N:16]=1)([C:8]1[CH:13]=[CH:12][CH:11]=[CH:10][CH:9]=1)[C:2]1[CH:7]=[CH:6][CH:5]=[CH:4][CH:3]=1.[N:26]1[CH:27]=[CH:28][N:29]2[CH:34]=[C:33](B(O)O)[CH:32]=[CH:31][C:30]=12.C(NC1C2C(=CC=CC=2)N=C(C2SC3C=CC=CC=3C=2)N=1)(C1C=CC=CC=1)C1C=CC=CC=1, predict the reaction product. The product is: [CH:1]([NH:14][C:15]1[C:24]2[C:19](=[CH:20][CH:21]=[CH:22][CH:23]=2)[N:18]=[C:17]([C:33]2[CH:32]=[CH:31][C:30]3[N:29]([CH:28]=[CH:27][N:26]=3)[CH:34]=2)[N:16]=1)([C:8]1[CH:13]=[CH:12][CH:11]=[CH:10][CH:9]=1)[C:2]1[CH:7]=[CH:6][CH:5]=[CH:4][CH:3]=1. (4) Given the reactants [CH3:1][C:2]1[CH:35]=[C:34]([O:36][CH2:37][CH2:38][CH2:39][C:40]([F:43])([F:42])[F:41])[CH:33]=[CH:32][C:3]=1[CH2:4][CH2:5][C:6]1[CH:11]=[CH:10][CH:9]=[CH:8][C:7]=1[C:12]1[N:17]=[C:16]([N:18]2[C:22]([C:23]([F:26])([F:25])[F:24])=[C:21]([C:27]([O:29]CC)=[O:28])[CH:20]=[N:19]2)[CH:15]=[CH:14][CH:13]=1.[OH-].[Na+].Cl, predict the reaction product. The product is: [CH3:1][C:2]1[CH:35]=[C:34]([O:36][CH2:37][CH2:38][CH2:39][C:40]([F:43])([F:41])[F:42])[CH:33]=[CH:32][C:3]=1[CH2:4][CH2:5][C:6]1[CH:11]=[CH:10][CH:9]=[CH:8][C:7]=1[C:12]1[N:17]=[C:16]([N:18]2[C:22]([C:23]([F:26])([F:25])[F:24])=[C:21]([C:27]([OH:29])=[O:28])[CH:20]=[N:19]2)[CH:15]=[CH:14][CH:13]=1.